From a dataset of Catalyst prediction with 721,799 reactions and 888 catalyst types from USPTO. Predict which catalyst facilitates the given reaction. (1) Product: [F:26][C:2]([F:1])([F:27])[S:3]([O:6][C:7]1[CH:8]=[CH:9][C:10]2[C:11]3=[N:39][N:38]([C:36]4[CH:35]=[CH:34][C:31]([C:32]#[N:33])=[C:30]([Cl:29])[CH:37]=4)[CH:17]([C:18]4[CH:19]=[CH:20][C:21]([F:24])=[CH:22][CH:23]=4)[CH:12]3[CH2:13][O:14][C:15]=2[CH:16]=1)(=[O:5])=[O:4]. Reactant: [F:1][C:2]([F:27])([F:26])[S:3]([O:6][C:7]1[CH:16]=[C:15]2[C:10]([C:11](=O)[C:12](=[CH:17][C:18]3[CH:23]=[CH:22][C:21]([F:24])=[CH:20][CH:19]=3)[CH2:13][O:14]2)=[CH:9][CH:8]=1)(=[O:5])=[O:4].Cl.[Cl:29][C:30]1[CH:37]=[C:36]([NH:38][NH2:39])[CH:35]=[CH:34][C:31]=1[C:32]#[N:33]. The catalyst class is: 8. (2) Reactant: [CH2:1]([O:8][C:9]([NH:11][C:12]1([C:16]([OH:18])=O)[CH2:15][CH2:14][CH2:13]1)=[O:10])[C:2]1[CH:7]=[CH:6][CH:5]=[CH:4][CH:3]=1.CN([C:22]([O:26][N:27]1N=NC2C=CC=N[C:28]1=2)=[N+](C)C)C.F[P-](F)(F)(F)(F)F.C(N(CC)CC)C.Cl.CNOC. Product: [CH3:22][O:26][N:27]([CH3:28])[C:16]([C:12]1([NH:11][C:9](=[O:10])[O:8][CH2:1][C:2]2[CH:3]=[CH:4][CH:5]=[CH:6][CH:7]=2)[CH2:13][CH2:14][CH2:15]1)=[O:18]. The catalyst class is: 248. (3) Reactant: [N+:1]([C:4]1[CH:9]=[CH:8][CH:7]=[CH:6][C:5]=1[CH2:10][C:11]#[N:12])([O-])=O. Product: [NH2:1][C:4]1[CH:9]=[CH:8][CH:7]=[CH:6][C:5]=1[CH2:10][C:11]#[N:12]. The catalyst class is: 331. (4) Reactant: [CH3:1][Se:2][C:3]1[C:4]([NH2:48])=[N:5][C:6](=[O:47])[N:7]([CH:46]=1)[C@@H:8]1[O:38][C@H:12]([CH2:13][O:14][C:15]([C:32]2[CH:37]=[CH:36][CH:35]=[CH:34][CH:33]=2)([C:26]2[CH:31]=[CH:30][CH:29]=[CH:28][CH:27]=2)[C:16]2[CH:21]=[CH:20][C:19]([O:24][CH3:25])([O:22][CH3:23])[CH2:18][CH:17]=2)[C@@:10]([Si:39]([C:42]([CH3:45])([CH3:44])[CH3:43])([CH3:41])[CH3:40])([OH:11])[CH2:9]1.[C:49](Cl)(=[O:56])[C:50]1[CH:55]=[CH:54][CH:53]=[CH:52][CH:51]=1.C(OCC)(=O)C. Product: [C:49]([NH:48][C:4]1[C:3]([Se:2][CH3:1])=[CH:46][N:7]([C@@H:8]2[O:38][C@H:12]([CH2:13][O:14][C:15]([C:26]3[CH:31]=[CH:30][CH:29]=[CH:28][CH:27]=3)([C:32]3[CH:33]=[CH:34][CH:35]=[CH:36][CH:37]=3)[C:16]3[CH:17]=[CH:18][C:19]([O:22][CH3:23])([O:24][CH3:25])[CH2:20][CH:21]=3)[C@@:10]([Si:39]([C:42]([CH3:43])([CH3:44])[CH3:45])([CH3:40])[CH3:41])([OH:11])[CH2:9]2)[C:6](=[O:47])[N:5]=1)(=[O:56])[C:50]1[CH:55]=[CH:54][CH:53]=[CH:52][CH:51]=1. The catalyst class is: 81. (5) Reactant: [CH:1]([NH2:4])([CH3:3])[CH3:2].[Cl:5][C:6]1[CH:25]=[CH:24][C:23]([CH2:26][CH2:27][CH2:28]OS(C)(=O)=O)=[CH:22][C:7]=1[C:8]([NH:10][CH2:11][C:12]12[CH2:21][CH:16]3[CH2:17][CH:18]([CH2:20][CH:14]([CH2:15]3)[CH2:13]1)[CH2:19]2)=[O:9]. Product: [ClH:5].[Cl:5][C:6]1[CH:25]=[CH:24][C:23]([CH2:26][CH2:27][CH2:28][NH:4][CH:1]([CH3:3])[CH3:2])=[CH:22][C:7]=1[C:8]([NH:10][CH2:11][C:12]12[CH2:21][CH:16]3[CH2:17][CH:18]([CH2:20][CH:14]([CH2:15]3)[CH2:13]1)[CH2:19]2)=[O:9]. The catalyst class is: 7. (6) Reactant: Br[C:2]1[CH:3]=[C:4]([C:9]2[CH:14]=[CH:13][CH:12]=[CH:11][CH:10]=2)[CH:5]=[C:6]([Cl:8])[CH:7]=1.[CH:15]1[C:23]2[C:22]3[CH:24]=[CH:25][CH:26]=[CH:27][C:21]=3[S:20][C:19]=2[C:18](B(O)O)=[CH:17][CH:16]=1. Product: [Cl:8][C:6]1[CH:7]=[C:2]([C:27]2[C:21]3[S:20][C:19]4[CH:18]=[CH:17][CH:16]=[CH:15][C:23]=4[C:22]=3[CH:24]=[CH:25][CH:26]=2)[CH:3]=[C:4]([C:9]2[CH:14]=[CH:13][CH:12]=[CH:11][CH:10]=2)[CH:5]=1. The catalyst class is: 398.